From a dataset of Full USPTO retrosynthesis dataset with 1.9M reactions from patents (1976-2016). Predict the reactants needed to synthesize the given product. (1) The reactants are: Br[C:2]1[N:6]2[CH:7]=[CH:8][C:9]([CH:11]=[O:12])=[CH:10][C:5]2=[N:4][CH:3]=1.P([O-])([O-])([O-])=O.[K+].[K+].[K+].CC1(C)C(C)(C)OB([C:29]2[CH:30]=[C:31]([C:35]3[CH:39]=[CH:38][S:37][C:36]=3[C:40]#[N:41])[CH:32]=[CH:33][CH:34]=2)O1. Given the product [CH:11]([C:9]1[CH:8]=[CH:7][N:6]2[C:2]([C:33]3[CH:32]=[C:31]([C:35]4[CH:39]=[CH:38][S:37][C:36]=4[C:40]#[N:41])[CH:30]=[CH:29][CH:34]=3)=[CH:3][N:4]=[C:5]2[CH:10]=1)=[O:12], predict the reactants needed to synthesize it. (2) Given the product [CH3:7][NH:8][CH2:9][C:11]1[O:12][C:13]2[CH:19]=[CH:18][CH:17]=[CH:16][C:14]=2[CH:15]=1, predict the reactants needed to synthesize it. The reactants are: B.C1COCC1.[CH3:7][NH:8][C:9]([C:11]1[O:12][C:13]2[CH:19]=[CH:18][CH:17]=[CH:16][C:14]=2[CH:15]=1)=O. (3) Given the product [NH2:37][C:33]1[S:34][C:35]([Cl:36])=[C:31]([C:25](=[N:26][O:27][CH2:28][CH2:29][F:30])[C:24]([NH:23][C@@H:11]2[C:10](=[O:58])[N:9]3[CH:12]2[S:13][CH2:14][C:15]([S:16][C:17]2[S:18][C:19]([NH2:22])=[N:20][N:21]=2)=[C:8]3[C:6]([OH:7])=[O:5])=[O:57])[N:32]=1, predict the reactants needed to synthesize it. The reactants are: C([O:5][C:6]([C:8]1[N:9]2[CH:12]([S:13][CH2:14][C:15]=1[S:16][C:17]1[S:18][C:19]([NH2:22])=[N:20][N:21]=1)[C@H:11]([NH:23][C:24](=[O:57])[C:25]([C:31]1[N:32]=[C:33]([NH:37]C(C3C=CC=CC=3)(C3C=CC=CC=3)C3C=CC=CC=3)[S:34][C:35]=1[Cl:36])=[N:26][O:27][CH2:28][CH2:29][F:30])[C:10]2=[O:58])=[O:7])(C)(C)C.C([SiH](CC)CC)C.FC(F)(F)C(O)=O. (4) Given the product [C:1]([CH2:3][CH2:4][NH:5][C:6]([C:8]1[CH:9]=[C:10]([C:14]2[CH:19]=[CH:18][N:17]=[C:16]3[N:20]([CH2:33][O:34][CH2:35][CH2:36][Si:37]([CH3:38])([CH3:40])[CH3:39])[C:21]([C:23]4[CH:32]=[CH:31][C:26]([C:27]([OH:29])=[O:28])=[CH:25][CH:24]=4)=[N:22][C:15]=23)[CH:11]=[CH:12][CH:13]=1)=[O:7])#[N:2], predict the reactants needed to synthesize it. The reactants are: [C:1]([CH2:3][CH2:4][NH:5][C:6]([C:8]1[CH:9]=[C:10]([C:14]2[CH:19]=[CH:18][N:17]=[C:16]3[N:20]([CH2:33][O:34][CH2:35][CH2:36][Si:37]([CH3:40])([CH3:39])[CH3:38])[C:21]([C:23]4[CH:32]=[CH:31][C:26]([C:27]([O:29]C)=[O:28])=[CH:25][CH:24]=4)=[N:22][C:15]=23)[CH:11]=[CH:12][CH:13]=1)=[O:7])#[N:2].Cl. (5) Given the product [Cl:1][C:2]1[CH:8]=[CH:7][C:5]([NH:6][C:28]([C:27]2[CH:26]=[CH:25][C:24]([CH2:23][NH:22][C:20](=[O:21])[O:19][C:15]([CH3:16])([CH3:17])[CH3:18])=[CH:32][CH:31]=2)=[O:29])=[CH:4][C:3]=1[C:9]1[CH:14]=[CH:13][CH:12]=[CH:11][N:10]=1, predict the reactants needed to synthesize it. The reactants are: [Cl:1][C:2]1[CH:8]=[CH:7][C:5]([NH2:6])=[CH:4][C:3]=1[C:9]1[CH:14]=[CH:13][CH:12]=[CH:11][N:10]=1.[C:15]([O:19][C:20]([NH:22][CH2:23][C:24]1[CH:32]=[CH:31][C:27]([C:28](O)=[O:29])=[CH:26][CH:25]=1)=[O:21])([CH3:18])([CH3:17])[CH3:16].